This data is from Catalyst prediction with 721,799 reactions and 888 catalyst types from USPTO. The task is: Predict which catalyst facilitates the given reaction. (1) Reactant: [CH2:1]([N:3]1[C:7]2[CH:8]=[CH:9][CH:10]=[CH:11][C:6]=2[N:5]=[C:4]1[CH2:12]O)[CH3:2].S(Cl)([Cl:16])=O. Product: [CH2:1]([N:3]1[C:7]2[CH:8]=[CH:9][CH:10]=[CH:11][C:6]=2[N:5]=[C:4]1[CH2:12][Cl:16])[CH3:2]. The catalyst class is: 4. (2) Reactant: [CH2:1]([O:3][C:4]([C:6]([C:26]([O:28][CH2:29][CH3:30])=[O:27])([CH2:15][C:16]1[C:24]2[C:19](=[CH:20][CH:21]=[CH:22][CH:23]=2)[N:18]([CH3:25])[CH:17]=1)[CH2:7][C:8]([O:10]C(C)(C)C)=[O:9])=[O:5])[CH3:2].FC(F)(F)C(O)=O.C(OC(C)C)(C)C. Product: [CH2:1]([O:3][C:4]([C:6]([C:26]([O:28][CH2:29][CH3:30])=[O:27])([CH2:15][C:16]1[C:24]2[C:19](=[CH:20][CH:21]=[CH:22][CH:23]=2)[N:18]([CH3:25])[CH:17]=1)[CH2:7][C:8]([OH:10])=[O:9])=[O:5])[CH3:2]. The catalyst class is: 4. (3) Reactant: [F:1][C:2]1[CH:3]=[CH:4][C:5]([C:8]2[N:12]3[CH2:13][C@H:14]([CH3:27])[N:15](CC4C=CC(OC)=CC=4)[C:16](=[O:17])[C:11]3=[N:10][N:9]=2)=[N:6][CH:7]=1. Product: [F:1][C:2]1[CH:3]=[CH:4][C:5]([C:8]2[N:12]3[CH2:13][C@H:14]([CH3:27])[NH:15][C:16](=[O:17])[C:11]3=[N:10][N:9]=2)=[N:6][CH:7]=1. The catalyst class is: 10. (4) Reactant: [CH3:1]/[CH:2]=[CH:3]/[C:4]([CH:6]1[C:11]([CH3:13])([CH3:12])[CH2:10][CH:9]=[CH:8][CH:7]1[CH3:14])=[O:5].[CH2:15]([SH:27])[CH2:16][CH2:17][CH2:18][CH2:19][CH2:20][CH2:21][CH2:22][CH2:23][CH2:24][CH2:25][CH3:26].C1CCN2C(=NCCC2)CC1.Cl. Product: [CH2:15]([S:27][CH:2]([CH3:1])[CH2:3][C:4]([CH:6]1[C:11]([CH3:12])([CH3:13])[CH2:10][CH:9]=[CH:8][CH:7]1[CH3:14])=[O:5])[CH2:16][CH2:17][CH2:18][CH2:19][CH2:20][CH2:21][CH2:22][CH2:23][CH2:24][CH2:25][CH3:26]. The catalyst class is: 1. (5) Reactant: [O:1]1CCCC1.[CH:6]1(/[C:10](/[C:41]2[CH:46]=[CH:45][C:44]([S:47][CH3:48])=[CH:43][C:42]=2[CH3:49])=[C:11](/[C:28]2[CH:33]=[CH:32][C:31](/[CH:34]=[CH:35]/[C:36]([O:38][CH2:39][CH3:40])=[O:37])=[CH:30][CH:29]=2)\[C:12]2[CH:13]=[C:14]3[C:18](=[CH:19][CH:20]=2)[N:17]([CH:21]2[CH2:26][CH2:25][CH2:24][CH2:23][O:22]2)[N:16]=[C:15]3[F:27])[CH2:9][CH2:8][CH2:7]1.I([O-])(=O)(=O)=O.[Na+]. Product: [CH:6]1(/[C:10](/[C:41]2[CH:46]=[CH:45][C:44]([S:47]([CH3:48])=[O:1])=[CH:43][C:42]=2[CH3:49])=[C:11](/[C:28]2[CH:33]=[CH:32][C:31](/[CH:34]=[CH:35]/[C:36]([O:38][CH2:39][CH3:40])=[O:37])=[CH:30][CH:29]=2)\[C:12]2[CH:13]=[C:14]3[C:18](=[CH:19][CH:20]=2)[N:17]([CH:21]2[CH2:26][CH2:25][CH2:24][CH2:23][O:22]2)[N:16]=[C:15]3[F:27])[CH2:7][CH2:8][CH2:9]1. The catalyst class is: 238. (6) Reactant: C([O-])(O)=O.[Na+].Cl.[F:7][C:8]1[CH:13]=[CH:12][C:11]([O:14][CH2:15][CH2:16][C:17]([N:19]2[CH2:24][CH2:23][NH:22][CH2:21][CH2:20]2)=[O:18])=[CH:10][CH:9]=1.[Cl:25][C:26]1[CH:27]=[CH:28][C:29](F)=[C:30]([CH:33]=1)[C:31]#[N:32]. Product: [Cl:25][C:26]1[CH:27]=[CH:28][C:29]([N:22]2[CH2:21][CH2:20][N:19]([C:17](=[O:18])[CH2:16][CH2:15][O:14][C:11]3[CH:12]=[CH:13][C:8]([F:7])=[CH:9][CH:10]=3)[CH2:24][CH2:23]2)=[C:30]([CH:33]=1)[C:31]#[N:32]. The catalyst class is: 3. (7) Product: [Cl:38][C:14]([Cl:13])([Cl:37])[CH2:15][O:16][C:17](=[O:36])[C:18]1[CH:23]=[CH:22][CH:21]=[CH:20][C:19]=1[CH2:24][S:25][C:26]1[CH:31]=[CH:30][CH:29]=[C:28]([CH2:32][C:33]([O:10][CH2:9][C:6]2[CH:5]=[CH:4][C:3]([C:2]([F:11])([F:12])[F:1])=[CH:8][CH:7]=2)=[O:34])[CH:27]=1. The catalyst class is: 79. Reactant: [F:1][C:2]([F:12])([F:11])[C:3]1[CH:8]=[CH:7][C:6]([CH2:9][OH:10])=[CH:5][CH:4]=1.[Cl:13][C:14]([Cl:38])([Cl:37])[CH2:15][O:16][C:17](=[O:36])[C:18]1[CH:23]=[CH:22][CH:21]=[CH:20][C:19]=1[CH2:24][S:25][C:26]1[CH:31]=[CH:30][CH:29]=[C:28]([CH2:32][C:33](O)=[O:34])[CH:27]=1.